This data is from Forward reaction prediction with 1.9M reactions from USPTO patents (1976-2016). The task is: Predict the product of the given reaction. (1) The product is: [CH3:8][C:4]1[CH:5]=[CH:6][CH:7]=[C:2]([CH3:1])[C:3]=1[NH:9][C:10]1[N:14]2[CH:15]=[C:16]([F:19])[CH:17]=[CH:18][C:13]2=[N:12][C:11]=1[C:20]1[CH:28]=[CH:27][CH:26]=[CH:25][C:21]=1[C:22]([NH:31][NH:30][C:29]([O:33][C:34]([CH3:37])([CH3:36])[CH3:35])=[O:32])=[O:23]. Given the reactants [CH3:1][C:2]1[CH:7]=[CH:6][CH:5]=[C:4]([CH3:8])[C:3]=1[NH:9][C:10]1[N:14]2[CH:15]=[C:16]([F:19])[CH:17]=[CH:18][C:13]2=[N:12][C:11]=1[C:20]1[CH:28]=[CH:27][CH:26]=[CH:25][C:21]=1[C:22](O)=[O:23].[C:29]([O:33][C:34]([CH3:37])([CH3:36])[CH3:35])(=[O:32])[NH:30][NH2:31].CCN=C=NCCCN(C)C.Cl.O, predict the reaction product. (2) Given the reactants [CH:1]([C:3]1[CH:4]=[C:5]([CH:10]=[CH:11][C:12]=1OS(C(F)(F)F)(=O)=O)[C:6]([O:8][CH3:9])=[O:7])=[O:2].[F:21][C:22]1[CH:27]=[CH:26][C:25]([O:28][CH3:29])=[CH:24][C:23]=1B(O)O.[O-]P([O-])([O-])=O.[K+].[K+].[K+], predict the reaction product. The product is: [CH3:9][O:8][C:6]([C:5]1[CH:10]=[CH:11][C:12]([C:23]2[CH:24]=[C:25]([O:28][CH3:29])[CH:26]=[CH:27][C:22]=2[F:21])=[C:3]([CH:1]=[O:2])[CH:4]=1)=[O:7]. (3) Given the reactants [Cl:1][C:2]1[C:3]([CH2:28][CH2:29][C:30]2[CH:35]=[CH:34][C:33]([OH:36])=[CH:32][C:31]=2[CH3:37])=[C:4]([C:8]2[N:13]=[C:12]([N:14]3[C:18]([C:19]([F:22])([F:21])[F:20])=[C:17]([C:23]([O:25][CH2:26][CH3:27])=[O:24])[CH:16]=[N:15]3)[CH:11]=[CH:10][CH:9]=2)[CH:5]=[CH:6][CH:7]=1.Br[CH2:39][CH2:40][CH2:41][C:42]([F:45])([F:44])[F:43].C(=O)([O-])[O-].[K+].[K+], predict the reaction product. The product is: [Cl:1][C:2]1[C:3]([CH2:28][CH2:29][C:30]2[CH:35]=[CH:34][C:33]([O:36][CH2:39][CH2:40][CH2:41][C:42]([F:45])([F:44])[F:43])=[CH:32][C:31]=2[CH3:37])=[C:4]([C:8]2[N:13]=[C:12]([N:14]3[C:18]([C:19]([F:22])([F:21])[F:20])=[C:17]([C:23]([O:25][CH2:26][CH3:27])=[O:24])[CH:16]=[N:15]3)[CH:11]=[CH:10][CH:9]=2)[CH:5]=[CH:6][CH:7]=1.